From a dataset of Catalyst prediction with 721,799 reactions and 888 catalyst types from USPTO. Predict which catalyst facilitates the given reaction. Reactant: [F:1][C:2]1[CH:3]=[CH:4][C:5]([N:18]2[N:22]=[CH:21][CH:20]=[N:19]2)=[C:6]([C:8]([N:10]2[CH2:17][CH:16]3[CH:12]([CH2:13][NH:14][CH2:15]3)[CH2:11]2)=[O:9])[CH:7]=1.C(OC(N1CC2C(CNC2)C1)=O)(C)(C)C.Cl[C:39]1[CH:44]=[C:43]([CH3:45])[N:42]=[C:41]([CH3:46])[N:40]=1.ClC1N=C(C)C=C(C)N=1. Product: [CH3:46][C:41]1[N:40]=[C:39]([N:14]2[CH2:13][CH:12]3[CH:16]([CH2:17][N:10]([C:8]([C:6]4[CH:7]=[C:2]([F:1])[CH:3]=[CH:4][C:5]=4[N:18]4[N:22]=[CH:21][CH:20]=[N:19]4)=[O:9])[CH2:11]3)[CH2:15]2)[CH:44]=[C:43]([CH3:45])[N:42]=1. The catalyst class is: 52.